Dataset: Catalyst prediction with 721,799 reactions and 888 catalyst types from USPTO. Task: Predict which catalyst facilitates the given reaction. (1) Reactant: FC(F)(F)C(O)=O.[CH3:8][S:9]([C:12]1[CH:27]=[CH:26][C:15]2[N:16]([CH:20]3[CH2:25][CH2:24][NH:23][CH2:22][CH2:21]3)[C:17](=[O:19])[NH:18][C:14]=2[CH:13]=1)(=[O:11])=[O:10].Cl[CH2:29][C:30]([CH:32]1[CH2:37][CH2:36][CH:35]([CH:38]([CH3:40])[CH3:39])[CH2:34][CH2:33]1)=[O:31]. Product: [CH:38]([CH:35]1[CH2:36][CH2:37][CH:32]([C:30](=[O:31])[CH2:29][N:23]2[CH2:22][CH2:21][CH:20]([N:16]3[C:15]4[CH:26]=[CH:27][C:12]([S:9]([CH3:8])(=[O:10])=[O:11])=[CH:13][C:14]=4[NH:18][C:17]3=[O:19])[CH2:25][CH2:24]2)[CH2:33][CH2:34]1)([CH3:40])[CH3:39]. The catalyst class is: 18. (2) Reactant: [CH2:1]([O:3][CH:4]([O:10][CH2:11][CH3:12])[C:5]([O:7]CC)=O)[CH3:2].[CH3:13][C:14]1[CH:22]=[CH:21][C:17]([CH2:18][Mg]Cl)=[CH:16][CH:15]=1.[Cl-].[NH4+]. Product: [CH2:11]([O:10][CH:4]([O:3][CH2:1][CH3:2])[C:5](=[O:7])[CH2:13][C:14]1[CH:22]=[CH:21][C:17]([CH3:18])=[CH:16][CH:15]=1)[CH3:12]. The catalyst class is: 1. (3) Reactant: [NH2:1][C:2]1[CH:11]=[C:10]2[C:5]([CH:6]=[CH:7][CH:8]=[N:9]2)=[CH:4][CH:3]=1.[CH3:12][C:13]1[CH:18]=[C:17]([C:19]2[CH:27]=[CH:26][C:22]([C:23](O)=[O:24])=[CH:21][CH:20]=2)[CH:16]=[CH:15][N:14]=1.Cl.CN(C)CCCN=C=NCC. Product: [CH3:12][C:13]1[CH:18]=[C:17]([C:19]2[CH:27]=[CH:26][C:22]([C:23]([NH:1][C:2]3[CH:11]=[C:10]4[C:5]([CH:6]=[CH:7][CH:8]=[N:9]4)=[CH:4][CH:3]=3)=[O:24])=[CH:21][CH:20]=2)[CH:16]=[CH:15][N:14]=1. The catalyst class is: 172. (4) Reactant: [CH3:1][O:2][C:3]1[CH:8]=[CH:7][C:6]([S:9]([CH2:12][CH2:13]O)(=[O:11])=[O:10])=[CH:5][CH:4]=1.CS(Cl)(=O)=O. Product: [CH:12]([S:9]([C:6]1[CH:5]=[CH:4][C:3]([O:2][CH3:1])=[CH:8][CH:7]=1)(=[O:11])=[O:10])=[CH2:13]. The catalyst class is: 347. (5) Reactant: [NH2:1][C:2]1[NH:3][CH:4]=[C:5]([CH2:7][C:8]([O:10][CH3:11])=[O:9])[N:6]=1.[Cl:12][C:13]1[CH:26]=[C:25]([Cl:27])[CH:24]=[CH:23][C:14]=1[CH:15]=[C:16]([C:20](=O)[CH3:21])[C:17]([NH2:19])=[O:18]. Product: [C:17]([C:16]1[CH:15]([C:14]2[CH:23]=[CH:24][C:25]([Cl:27])=[CH:26][C:13]=2[Cl:12])[N:3]2[CH:4]=[C:5]([CH2:7][C:8]([O:10][CH3:11])=[O:9])[N:6]=[C:2]2[NH:1][C:20]=1[CH3:21])(=[O:18])[NH2:19]. The catalyst class is: 32. (6) The catalyst class is: 206. Reactant: [CH2:1](C([Sn])=C(CCCC)CCCC)[CH2:2]CC.[CH2:16]([O:18][C:19]([C:21]1[CH:22]=[N:23][C:24]2[C:29]([C:30]=1Cl)=[CH:28][CH:27]=[CH:26][C:25]=2[Cl:32])=[O:20])[CH3:17]. Product: [CH2:16]([O:18][C:19]([C:21]1[CH:22]=[N:23][C:24]2[C:29]([C:30]=1[CH:1]=[CH2:2])=[CH:28][CH:27]=[CH:26][C:25]=2[Cl:32])=[O:20])[CH3:17]. (7) Reactant: [CH3:1][CH2:2][O:3][C:4]([C:6]1[CH:11]([C:12]2[CH:13]=[CH:14][CH:15]=[CH:16][C:17]=2[Cl:18])[C:10]([C:19]([O:21][CH3:22])=[O:20])=[C:9]([CH3:23])[NH:8][C:7]=1[CH2:24][O:25][CH2:26][CH2:27][NH2:28])=[O:5].[NH:29]1[C:33](=[O:34])[CH2:32][CH2:31][C@H:30]1[C:35]([OH:37])=[O:36]. Product: [CH3:1][CH2:2][O:3][C:4]([C:6]1[CH:11]([C:12]2[CH:13]=[CH:14][CH:15]=[CH:16][C:17]=2[Cl:18])[C:10]([C:19]([O:21][CH3:22])=[O:20])=[C:9]([CH3:23])[NH:8][C:7]=1[CH2:24][O:25][CH2:26][CH2:27][NH2:28])=[O:5].[NH:29]1[C:33](=[O:34])[CH2:32][CH2:31][C@H:30]1[C:35]([O-:37])=[O:36]. The catalyst class is: 13. (8) Reactant: [CH:1]([CH:3]([CH2:9][C:10]1[CH:15]=[CH:14][C:13]([O:16][CH3:17])=[CH:12][CH:11]=1)[CH2:4][C:5]([O:7][CH3:8])=[O:6])=O.[C:18]([O-])([O-])=O.[K+].[K+].CC(C)C(=O)C(P(=O)([O-])[O-])=[N+]=[N-].C([O-])(O)=O.[Na+]. Product: [CH3:17][O:16][C:13]1[CH:14]=[CH:15][C:10]([CH2:9][CH:3]([C:1]#[CH:18])[CH2:4][C:5]([O:7][CH3:8])=[O:6])=[CH:11][CH:12]=1. The catalyst class is: 5. (9) Reactant: C(OC([N:8]1[CH2:13][CH2:12][CH:11]([C:14]2[CH:19]=[CH:18][C:17]([NH:20][S:21]([C:24]3[N:25]([CH3:33])[C:26]4[C:31]([CH:32]=3)=[CH:30][CH:29]=[CH:28][CH:27]=4)(=[O:23])=[O:22])=[C:16]([S:34]([CH3:37])(=[O:36])=[O:35])[CH:15]=2)[CH2:10][CH2:9]1)=O)(C)(C)C.[ClH:38].C(OCC)(=O)C. Product: [ClH:38].[CH3:37][S:34]([C:16]1[CH:15]=[C:14]([CH:11]2[CH2:12][CH2:13][NH:8][CH2:9][CH2:10]2)[CH:19]=[CH:18][C:17]=1[NH:20][S:21]([C:24]1[N:25]([CH3:33])[C:26]2[C:31]([CH:32]=1)=[CH:30][CH:29]=[CH:28][CH:27]=2)(=[O:22])=[O:23])(=[O:36])=[O:35]. The catalyst class is: 28. (10) Reactant: [O:1]1[CH2:6][CH2:5][O:4][C:3]2[CH:7]=[CH:8][C:9]([C:11]([NH:13][CH:14]3[CH2:19][CH2:18][CH2:17][CH:16]([C:20](O)=O)[CH2:15]3)=[O:12])=[CH:10][C:2]1=2.C(N(CC)CC)C.[CH3:30][C:31]1[CH:32]=[C:33]([NH2:38])[C:34]([NH2:37])=[CH:35][CH:36]=1. Product: [CH3:30][C:31]1[CH:36]=[CH:35][C:34]2[NH:37][C:20]([CH:16]3[CH2:17][CH2:18][CH2:19][CH:14]([NH:13][C:11]([C:9]4[CH:8]=[CH:7][C:3]5[O:4][CH2:5][CH2:6][O:1][C:2]=5[CH:10]=4)=[O:12])[CH2:15]3)=[N:38][C:33]=2[CH:32]=1. The catalyst class is: 2.